This data is from Catalyst prediction with 721,799 reactions and 888 catalyst types from USPTO. The task is: Predict which catalyst facilitates the given reaction. (1) Reactant: [O:1]1[CH:5]=[CH:4][C:3]([CH2:6][CH2:7][C:8]2([CH:16]([CH3:18])[CH3:17])[O:13][C:12](=[O:14])[CH:11]=[C:10]([OH:15])[CH2:9]2)=[CH:2]1.[C:19]([C:23]1[CH:28]=[C:27]([CH2:29][OH:30])[C:26]([CH3:31])=[CH:25][C:24]=1[S:32]S(C1C=CC(C)=CC=1)(=O)=O)([CH3:22])([CH3:21])[CH3:20].C(=O)([O-])[O-].[K+].[K+]. Product: [C:19]([C:23]1[CH:28]=[C:27]([CH2:29][OH:30])[C:26]([CH3:31])=[CH:25][C:24]=1[S:32][C:11]1[C:12](=[O:14])[O:13][C:8]([CH2:7][CH2:6][C:3]2[CH:4]=[CH:5][O:1][CH:2]=2)([CH:16]([CH3:18])[CH3:17])[CH2:9][C:10]=1[OH:15])([CH3:22])([CH3:21])[CH3:20]. The catalyst class is: 3. (2) Reactant: [CH:1]([C:7]1[NH:8][C:9]2[C:14]([CH:15]=1)=[CH:13][CH:12]=[CH:11][CH:10]=2)=[CH:2][CH2:3][CH2:4][CH2:5][CH3:6].[OH-].[K+].[O:18]1[C:23](=[O:24])[CH2:22][CH2:21][CH2:20][C:19]1=[O:25].[Cl-].[NH4+]. Product: [CH:1]([C:7]1[N:8]([C:23](=[O:24])[CH2:22][CH2:21][CH2:20][C:19]([OH:25])=[O:18])[C:9]2[C:14]([CH:15]=1)=[CH:13][CH:12]=[CH:11][CH:10]=2)=[CH:2][CH2:3][CH2:4][CH2:5][CH3:6]. The catalyst class is: 148.